From a dataset of Forward reaction prediction with 1.9M reactions from USPTO patents (1976-2016). Predict the product of the given reaction. Given the reactants C([O:3][C:4]([C:6]1([C:9]2[CH:14]=[CH:13][C:12]([C:15]3[CH:20]=[CH:19][C:18]([C:21]4[O:25][N:24]=[C:23]([CH3:26])[C:22]=4[NH:27][C:28]([O:30][C@@H:31]([C:33]4[CH:38]=[CH:37][CH:36]=[CH:35][C:34]=4[CH3:39])[CH3:32])=[O:29])=[CH:17][CH:16]=3)=[CH:11][CH:10]=2)[CH2:8][CH2:7]1)=[O:5])C.CO.[OH-].[Li+].Cl, predict the reaction product. The product is: [CH3:26][C:23]1[C:22]([NH:27][C:28]([O:30][C@@H:31]([C:33]2[CH:38]=[CH:37][CH:36]=[CH:35][C:34]=2[CH3:39])[CH3:32])=[O:29])=[C:21]([C:18]2[CH:19]=[CH:20][C:15]([C:12]3[CH:11]=[CH:10][C:9]([C:6]4([C:4]([OH:5])=[O:3])[CH2:8][CH2:7]4)=[CH:14][CH:13]=3)=[CH:16][CH:17]=2)[O:25][N:24]=1.